Dataset: Peptide-MHC class I binding affinity with 185,985 pairs from IEDB/IMGT. Task: Regression. Given a peptide amino acid sequence and an MHC pseudo amino acid sequence, predict their binding affinity value. This is MHC class I binding data. The binding affinity (normalized) is 0.105. The MHC is HLA-A33:01 with pseudo-sequence HLA-A33:01. The peptide sequence is TQFNFNGHTY.